This data is from Full USPTO retrosynthesis dataset with 1.9M reactions from patents (1976-2016). The task is: Predict the reactants needed to synthesize the given product. (1) Given the product [C:29]1([CH2:28][O:35][C:36]2[CH:37]=[C:38]([NH2:42])[CH:39]=[CH:40][CH:41]=2)[CH:34]=[CH:33][CH:32]=[CH:31][CH:30]=1, predict the reactants needed to synthesize it. The reactants are: ClC1C=C(N2CCN(C(C3N(C4C=CC=CC=4)N=C(C)C=3)=O)CC2)C=CC=1.[CH2:28]([O:35][C:36]1[CH:37]=[C:38]([N:42]2CCNCC2)[CH:39]=[CH:40][CH:41]=1)[C:29]1[CH:34]=[CH:33][CH:32]=[CH:31][CH:30]=1. (2) Given the product [Cl:1][C:2]1[N:6]([CH3:7])[N:5]=[C:4]([C:8]([F:11])([F:10])[F:9])[C:3]=1[C:12](=[O:14])[CH2:17][C:15]#[N:16], predict the reactants needed to synthesize it. The reactants are: [Cl:1][C:2]1[N:6]([CH3:7])[N:5]=[C:4]([C:8]([F:11])([F:10])[F:9])[C:3]=1[C:12]([OH:14])=O.[C:15]([CH2:17]C(OC(C)(C)C)=O)#[N:16].C(OP(C#N)(=O)OCC)C.C(N(CC)CC)C. (3) The reactants are: [Cl:1][C:2]1[CH:3]=[C:4]([CH:23]=[CH:24][CH:25]=1)[CH2:5][O:6][C:7]1[CH:16]=[C:15]2[C:10]([CH:11]=[C:12]([CH2:17][C:18](OCC)=[O:19])[CH:13]=[N:14]2)=[CH:9][CH:8]=1.[H-].[H-].[H-].[H-].[Li+].[Al+3]. Given the product [Cl:1][C:2]1[CH:3]=[C:4]([CH:23]=[CH:24][CH:25]=1)[CH2:5][O:6][C:7]1[CH:16]=[C:15]2[C:10]([CH:11]=[C:12]([CH2:17][CH2:18][OH:19])[CH:13]=[N:14]2)=[CH:9][CH:8]=1, predict the reactants needed to synthesize it.